The task is: Predict which catalyst facilitates the given reaction.. This data is from Catalyst prediction with 721,799 reactions and 888 catalyst types from USPTO. Reactant: [C:1]([C:5]1[CH:9]=[C:8]([NH:10][C:11]([NH:13][C@@H:14]2[C:23]3[C:18](=[CH:19][CH:20]=[CH:21][CH:22]=3)[C@H:17]([O:24][C:25]3[CH:26]=[CH:27][C:28]4[N:29]([C:31]([N:34]5[CH2:39][CH2:38][CH2:37][CH2:36][CH2:35]5)=[N:32][N:33]=4)[CH:30]=3)[CH2:16][CH2:15]2)=[O:12])[N:7]([C:40]2[CH:41]=[N:42][N:43]([CH2:45][CH2:46][CH2:47][O:48]C3CCCCO3)[CH:44]=2)[N:6]=1)([CH3:4])([CH3:3])[CH3:2].C1(C)C=CC(S([O-])(=O)=O)=CC=1.[NH+]1C=CC=CC=1.O.C([O-])(O)=O.[Na+]. Product: [C:1]([C:5]1[CH:9]=[C:8]([NH:10][C:11]([NH:13][C@@H:14]2[C:23]3[C:18](=[CH:19][CH:20]=[CH:21][CH:22]=3)[C@H:17]([O:24][C:25]3[CH:26]=[CH:27][C:28]4[N:29]([C:31]([N:34]5[CH2:35][CH2:36][CH2:37][CH2:38][CH2:39]5)=[N:32][N:33]=4)[CH:30]=3)[CH2:16][CH2:15]2)=[O:12])[N:7]([C:40]2[CH:41]=[N:42][N:43]([CH2:45][CH2:46][CH2:47][OH:48])[CH:44]=2)[N:6]=1)([CH3:4])([CH3:2])[CH3:3]. The catalyst class is: 5.